The task is: Predict the reactants needed to synthesize the given product.. This data is from Full USPTO retrosynthesis dataset with 1.9M reactions from patents (1976-2016). The reactants are: Br[C:2]1[CH:3]=[C:4]2[C:9](=[CH:10][CH:11]=1)[N:8]=[C:7]([NH:12][C:13]1[CH:18]=[CH:17][CH:16]=[CH:15][C:14]=1[S:19]([NH2:22])(=[O:21])=[O:20])[N:6]=[C:5]2[C:23]1[CH:28]=[CH:27][C:26]([CH2:29][CH2:30][CH2:31][CH3:32])=[CH:25][CH:24]=1.[O:33]1[CH:37]=[CH:36][CH:35]=[C:34]1B(O)O.C([O-])([O-])=O.[Na+].[Na+]. Given the product [CH2:29]([C:26]1[CH:25]=[CH:24][C:23]([C:5]2[C:4]3[C:9](=[CH:10][CH:11]=[C:2]([C:34]4[O:33][CH:37]=[CH:36][CH:35]=4)[CH:3]=3)[N:8]=[C:7]([NH:12][C:13]3[CH:18]=[CH:17][CH:16]=[CH:15][C:14]=3[S:19]([NH2:22])(=[O:21])=[O:20])[N:6]=2)=[CH:28][CH:27]=1)[CH2:30][CH2:31][CH3:32], predict the reactants needed to synthesize it.